Dataset: Catalyst prediction with 721,799 reactions and 888 catalyst types from USPTO. Task: Predict which catalyst facilitates the given reaction. The catalyst class is: 7. Product: [F:37][C:18]([F:17])([F:36])[O:19][C:20]1[CH:25]=[CH:24][C:23]([S:26]([N:29]2[CH2:30][CH2:31][C:32](=[CH:9][C:10]([O:12][C:13]([CH3:14])([CH3:15])[CH3:16])=[O:11])[CH2:33][CH2:34]2)(=[O:27])=[O:28])=[CH:22][CH:21]=1. Reactant: [H-].[Na+].COP([CH2:9][C:10]([O:12][C:13]([CH3:16])([CH3:15])[CH3:14])=[O:11])(OC)=O.[F:17][C:18]([F:37])([F:36])[O:19][C:20]1[CH:25]=[CH:24][C:23]([S:26]([N:29]2[CH2:34][CH2:33][C:32](=O)[CH2:31][CH2:30]2)(=[O:28])=[O:27])=[CH:22][CH:21]=1.